This data is from Catalyst prediction with 721,799 reactions and 888 catalyst types from USPTO. The task is: Predict which catalyst facilitates the given reaction. (1) Product: [Cl:1][C:2]1[N:3]=[C:4]([NH:12][CH2:13][CH:14]2[CH2:17][N:16]([C:18]([O:20][C:21]([CH3:24])([CH3:23])[CH3:22])=[O:19])[CH2:15]2)[C:5]2[S:10][CH:9]=[CH:8][C:6]=2[N:7]=1. The catalyst class is: 7. Reactant: [Cl:1][C:2]1[N:3]=[C:4](Cl)[C:5]2[S:10][CH:9]=[CH:8][C:6]=2[N:7]=1.[NH2:12][CH2:13][CH:14]1[CH2:17][N:16]([C:18]([O:20][C:21]([CH3:24])([CH3:23])[CH3:22])=[O:19])[CH2:15]1.C(N(CC)C(C)C)(C)C. (2) Reactant: [C:1]([O:4][C:5]1[CH:6]=[C:7]2[C:12](=[C:13]([F:15])[CH:14]=1)[N:11]=[C:10](O)[CH:9]=[CH:8]2)(=[O:3])[CH3:2].O=P(Cl)(Cl)[Cl:19]. Product: [C:1]([O:4][C:5]1[CH:6]=[C:7]2[C:12](=[C:13]([F:15])[CH:14]=1)[N:11]=[C:10]([Cl:19])[CH:9]=[CH:8]2)(=[O:3])[CH3:2]. The catalyst class is: 3. (3) Reactant: [NH2:1][C:2]1[C:7]([C:8]#[N:9])=[C:6]([C:10]2[CH:26]=[CH:25][C:13]([O:14][CH2:15][CH2:16][NH:17]C(=O)OC(C)(C)C)=[CH:12][CH:11]=2)[C:5]([C:27]#[N:28])=[C:4]([S:29][CH2:30][C:31]2[CH:36]=[CH:35][N:34]=[C:33]([C:37](=[O:40])[NH:38][CH3:39])[CH:32]=2)[N:3]=1.[F:41][C:42]([F:47])([F:46])[C:43]([OH:45])=[O:44]. Product: [F:41][C:42]([F:47])([F:46])[C:43]([OH:45])=[O:44].[NH2:1][C:2]1[N:3]=[C:4]([S:29][CH2:30][C:31]2[CH:36]=[CH:35][N:34]=[C:33]([C:37]([NH:38][CH3:39])=[O:40])[CH:32]=2)[C:5]([C:27]#[N:28])=[C:6]([C:10]2[CH:26]=[CH:25][C:13]([O:14][CH2:15][CH2:16][NH2:17])=[CH:12][CH:11]=2)[C:7]=1[C:8]#[N:9]. The catalyst class is: 4. (4) Reactant: [CH3:1][O:2][C:3]1[CH:14]=[CH:13][C:6]([CH2:7][NH:8][C:9](=[O:12])[CH2:10][Cl:11])=[CH:5][CH:4]=1.[ClH:15].Cl.[CH2:17]([N:26]1[CH2:31][CH2:30][NH:29][CH2:28][CH2:27]1)[C:18]([C:20]1[CH:25]=[CH:24][CH:23]=[CH:22][CH:21]=1)=[O:19].C([O-])([O-])=O.[K+].[K+]. Product: [ClH:11].[ClH:15].[CH2:17]([N:26]1[CH2:31][CH2:30][N:29]([CH2:10][C:9]([NH:8][CH2:7][C:6]2[CH:13]=[CH:14][C:3]([O:2][CH3:1])=[CH:4][CH:5]=2)=[O:12])[CH2:28][CH2:27]1)[C:18]([C:20]1[CH:21]=[CH:22][CH:23]=[CH:24][CH:25]=1)=[O:19]. The catalyst class is: 3. (5) Reactant: [Br:1][C:2]1[CH:3]=[CH:4][C:5]([F:18])=[C:6](/[C:8](=[N:11]/[S@@:12]([C:14]([CH3:17])([CH3:16])[CH3:15])=[O:13])/[CH2:9][F:10])[CH:7]=1.[Cl-].[C:20]([O:24][C:25](=[O:28])[CH2:26][Zn+])([CH3:23])([CH3:22])[CH3:21]. Product: [Br:1][C:2]1[CH:3]=[CH:4][C:5]([F:18])=[C:6]([C@:8]([NH:11][S@@:12]([C:14]([CH3:15])([CH3:17])[CH3:16])=[O:13])([CH2:9][F:10])[CH2:26][C:25]([O:24][C:20]([CH3:23])([CH3:22])[CH3:21])=[O:28])[CH:7]=1. The catalyst class is: 1. (6) Reactant: Cl.[NH2:2][OH:3].C[O-].[Na+].C[O:8][C:9](=O)[C@@H:10]([NH:14][C:15](=[O:24])[C:16]1[CH:21]=[CH:20][C:19]([F:22])=[C:18]([Br:23])[CH:17]=1)[C@H:11]([OH:13])[CH3:12].Cl. Product: [Br:23][C:18]1[CH:17]=[C:16]([CH:21]=[CH:20][C:19]=1[F:22])[C:15]([NH:14][C@H:10]([C:9]([NH:2][OH:3])=[O:8])[C@H:11]([OH:13])[CH3:12])=[O:24]. The catalyst class is: 5. (7) Reactant: [NH2:1][C:2]1[C:6]2=[N:7][CH:8]=[CH:9][CH:10]=[C:5]2[O:4][C:3]=1[C:11]([NH2:13])=[O:12].N1C=CC=CC=1.[CH:20]([O:23][C:24]1[CH:32]=[CH:31][C:27]([C:28](Cl)=[O:29])=[CH:26][CH:25]=1)([CH3:22])[CH3:21]. Product: [CH:20]([O:23][C:24]1[CH:32]=[CH:31][C:27]([C:28]([NH:1][C:2]2[C:6]3=[N:7][CH:8]=[CH:9][CH:10]=[C:5]3[O:4][C:3]=2[C:11]([NH2:13])=[O:12])=[O:29])=[CH:26][CH:25]=1)([CH3:22])[CH3:21]. The catalyst class is: 7.